Dataset: Forward reaction prediction with 1.9M reactions from USPTO patents (1976-2016). Task: Predict the product of the given reaction. Given the reactants [C:1]1([C@@H:7]2[CH2:9][C@H:8]2[C:10](O)=O)[CH:6]=[CH:5][CH:4]=[CH:3][CH:2]=1.[C:13](N1C=CN=C1)(N1C=CN=C1)=[O:14].[Cl:25][C:26]1[CH:42]=[CH:41][CH:40]=[C:39]([F:43])[C:27]=1[CH2:28][N:29]1[CH2:34][CH2:33][N:32]([CH2:35][CH2:36][CH2:37][NH2:38])[CH2:31][CH2:30]1.O1CC[CH2:46][CH2:45]1, predict the reaction product. The product is: [Cl:25][C:26]1[CH:42]=[CH:41][CH:40]=[C:39]([F:43])[C:27]=1[CH2:28][N:29]1[CH2:34][CH2:33][N:32]([CH2:35][CH2:36][CH2:37][NH:38][C:13](=[O:14])[CH:7]([CH:9]2[CH2:8][CH2:10][CH2:46][CH2:45]2)[C:1]2[CH:2]=[CH:3][CH:4]=[CH:5][CH:6]=2)[CH2:31][CH2:30]1.